This data is from PAMPA (Parallel Artificial Membrane Permeability Assay) permeability data from NCATS. The task is: Regression/Classification. Given a drug SMILES string, predict its absorption, distribution, metabolism, or excretion properties. Task type varies by dataset: regression for continuous measurements (e.g., permeability, clearance, half-life) or binary classification for categorical outcomes (e.g., BBB penetration, CYP inhibition). Dataset: pampa_ncats. (1) The molecule is C#CCNC(=O)C1=NC(=C2N1C=CC=C2)C3=CN=C(C=C3)Cl. The result is 1 (high permeability). (2) The molecule is CCOC1=C(C=C(C=C1)CCNC(=O)C2=CC3=C(N2CCN4CCN(CC4)C)C=CS3)OCC. The result is 1 (high permeability). (3) The compound is CCN1C2=C(C=C1C(=O)NCCC3=CC=C(C=C3)OC)SC=C2. The result is 1 (high permeability).